Dataset: Catalyst prediction with 721,799 reactions and 888 catalyst types from USPTO. Task: Predict which catalyst facilitates the given reaction. (1) Reactant: [Cl:1][C:2]1[C:11]2[C:6](=[CH:7][C:8]([S:12]([O:15]C3C(F)=C(F)C(F)=C(F)C=3F)(=[O:14])=O)=[CH:9][CH:10]=2)[CH:5]=[C:4]([Cl:27])[N:3]=1.[O:28]1[CH:32]=[CH:31][C:30]([NH2:33])=[N:29]1.C[Si]([N-][Si](C)(C)C)(C)C.[Li+]. Product: [Cl:1][C:2]1[C:11]2[C:6](=[CH:7][C:8]([S:12]([NH:33][C:30]3[CH:31]=[CH:32][O:28][N:29]=3)(=[O:14])=[O:15])=[CH:9][CH:10]=2)[CH:5]=[C:4]([Cl:27])[N:3]=1. The catalyst class is: 33. (2) Reactant: [CH2:1]([N:4]([CH2:8][C:9]1[CH:14]=[CH:13][C:12]([NH:15][CH2:16][C:17]2[CH:34]=[CH:33][C:20]([CH2:21][N:22]3C(=O)C4C(=CC=CC=4)C3=O)=[CH:19][CH:18]=2)=[CH:11][CH:10]=1)[CH2:5][CH2:6][CH3:7])[CH2:2][CH3:3].O.NN.[OH-].[Na+]. Product: [NH2:22][CH2:21][C:20]1[CH:19]=[CH:18][C:17]([CH2:16][NH:15][C:12]2[CH:13]=[CH:14][C:9]([CH2:8][N:4]([CH2:5][CH2:6][CH3:7])[CH2:1][CH2:2][CH3:3])=[CH:10][CH:11]=2)=[CH:34][CH:33]=1. The catalyst class is: 5. (3) Reactant: [C:1]([O:5][C:6]([N:8]1[CH2:12][C@@H:11]([CH2:13][N:14]([CH:31]([CH3:33])[CH3:32])[C:15](=[O:30])[C:16]2[CH:21]=[CH:20][C:19]([O:22][CH3:23])=[C:18]([O:24][CH2:25][CH2:26][CH2:27][O:28][CH3:29])[CH:17]=2)[C@H:10]([CH2:34][NH:35][CH:36]2[CH2:38][CH2:37]2)[CH2:9]1)=[O:7])([CH3:4])([CH3:3])[CH3:2].C(N(CC)CC)C.[CH2:46]([N:53]=[C:54]=[O:55])[C:47]1[CH:52]=[CH:51][CH:50]=[CH:49][CH:48]=1.O. Product: [C:1]([O:5][C:6]([N:8]1[CH2:12][C@@H:11]([CH2:13][N:14]([CH:31]([CH3:32])[CH3:33])[C:15](=[O:30])[C:16]2[CH:21]=[CH:20][C:19]([O:22][CH3:23])=[C:18]([O:24][CH2:25][CH2:26][CH2:27][O:28][CH3:29])[CH:17]=2)[C@H:10]([CH2:34][N:35]([CH:36]2[CH2:37][CH2:38]2)[C:54]([NH:53][CH2:46][C:47]2[CH:52]=[CH:51][CH:50]=[CH:49][CH:48]=2)=[O:55])[CH2:9]1)=[O:7])([CH3:3])([CH3:4])[CH3:2]. The catalyst class is: 1.